From a dataset of Reaction yield outcomes from USPTO patents with 853,638 reactions. Predict the reaction yield, written as a fraction of the theoretical maximum amount of product (1.0 means a 100% yield; for example, 0.34 means a 34% yield). The reactants are [CH3:1][N:2]1[CH2:7][CH2:6][N:5]([C:8]2[C:13]([C:14](O)=[O:15])=[CH:12][CH:11]=[CH:10][N:9]=2)[CH:4]([C:17]2[CH:22]=[CH:21][CH:20]=[CH:19][CH:18]=2)[CH2:3]1.[H-].[Al+3].[Li+].[H-].[H-].[H-].O. The catalyst is C1COCC1. The product is [CH3:1][N:2]1[CH2:7][CH2:6][N:5]([C:8]2[C:13]([CH2:14][OH:15])=[CH:12][CH:11]=[CH:10][N:9]=2)[CH:4]([C:17]2[CH:22]=[CH:21][CH:20]=[CH:19][CH:18]=2)[CH2:3]1. The yield is 0.980.